Dataset: Full USPTO retrosynthesis dataset with 1.9M reactions from patents (1976-2016). Task: Predict the reactants needed to synthesize the given product. (1) Given the product [Br:1][C:2]1[CH:11]=[CH:10][C:5]2[S:6][C:7]([F:22])=[C:8]([CH3:9])[C:4]=2[CH:3]=1, predict the reactants needed to synthesize it. The reactants are: [Br:1][C:2]1[CH:11]=[CH:10][C:5]2[S:6][CH:7]=[C:8]([CH3:9])[C:4]=2[CH:3]=1.C1C=CC(S(N(S(C2C=CC=CC=2)(=O)=O)[F:22])(=O)=O)=CC=1.C(NC(C)C)(C)C.C([Li])CCC. (2) Given the product [CH3:1][O:2][C:3]([C:5]1[CH:18]=[CH:17][C:8]2[N:9]([CH3:16])[C:10](=[O:15])[N:11]([CH2:19][C:20]3[CH:25]=[CH:24][CH:23]=[CH:22][CH:21]=3)[S:12](=[O:13])(=[O:14])[C:7]=2[CH:6]=1)=[O:4], predict the reactants needed to synthesize it. The reactants are: [CH3:1][O:2][C:3]([C:5]1[CH:18]=[CH:17][C:8]2[N:9]([CH3:16])[C:10](=[O:15])[NH:11][S:12](=[O:14])(=[O:13])[C:7]=2[CH:6]=1)=[O:4].[CH2:19](Br)[C:20]1[CH:25]=[CH:24][CH:23]=[CH:22][CH:21]=1.N12CCCN=C1CCCCC2. (3) Given the product [Cl:1][C:2]1[C:3]([NH:16][CH:17]2[CH2:22][CH2:21][N:20]([C:33]3[CH:34]=[CH:35][C:36]([C:39]#[N:40])=[CH:37][N:38]=3)[CH2:19][CH:18]2[CH2:23][CH3:24])=[N:4][C:5]([NH:8][C:9]2[C:10]([CH3:15])=[N:11][N:12]([CH3:14])[CH:13]=2)=[N:6][CH:7]=1, predict the reactants needed to synthesize it. The reactants are: [Cl:1][C:2]1[C:3]([NH:16][CH:17]2[CH2:22][CH2:21][NH:20][CH2:19][CH:18]2[CH2:23][CH3:24])=[N:4][C:5]([NH:8][C:9]2[C:10]([CH3:15])=[N:11][N:12]([CH3:14])[CH:13]=2)=[N:6][CH:7]=1.C(N(CC)CC)C.Cl[C:33]1[N:38]=[CH:37][C:36]([C:39]#[N:40])=[CH:35][CH:34]=1. (4) Given the product [F:37][C:38]([F:43])([F:42])[C:39]([OH:41])=[O:40].[Cl:27][C:22]1[CH:21]=[C:20]2[NH:19][C:18](=[O:28])[C:10]3([CH:9]([C:29]4[CH:34]=[CH:33][CH:32]=[C:31]([Cl:35])[C:30]=4[F:36])[CH:8]([C:6]([OH:7])=[O:5])[NH:12][CH:11]3[CH2:13][C:14]([CH3:15])([CH3:16])[CH3:17])[C:25]2=[CH:24][C:23]=1[F:26], predict the reactants needed to synthesize it. The reactants are: C([O:5][C:6]([CH:8]1[NH:12][CH:11]([CH2:13][C:14]([CH3:17])([CH3:16])[CH3:15])[C:10]2([C:25]3[C:20](=[CH:21][C:22]([Cl:27])=[C:23]([F:26])[CH:24]=3)[NH:19][C:18]2=[O:28])[CH:9]1[C:29]1[CH:34]=[CH:33][CH:32]=[C:31]([Cl:35])[C:30]=1[F:36])=[O:7])(C)(C)C.[F:37][C:38]([F:43])([F:42])[C:39]([OH:41])=[O:40].